Dataset: Catalyst prediction with 721,799 reactions and 888 catalyst types from USPTO. Task: Predict which catalyst facilitates the given reaction. (1) Reactant: C(OC([C@@H:7]1[CH2:12][CH2:11][N:10]([CH2:13][C:14]2[CH:23]=[CH:22][CH:21]=[C:20]3[C:15]=2[C:16]([NH:24][C:25]2[CH:30]=[CH:29][CH:28]=[C:27]([C:31]#[CH:32])[CH:26]=2)=[N:17][CH:18]=[N:19]3)[CH2:9][C@@H:8]1[C:33]([O:35][CH3:36])=[O:34])=O)C=C.[NH2:37][C@@H]1CCN(CC2C=CC=C3C=2C(NC2C=CC=C(OC)C=2)=NC=N3)C[C@H]1C(NC)=O. Product: [NH2:37][C@@H:7]1[CH2:12][CH2:11][N:10]([CH2:13][C:14]2[CH:23]=[CH:22][CH:21]=[C:20]3[C:15]=2[C:16]([NH:24][C:25]2[CH:30]=[CH:29][CH:28]=[C:27]([C:31]#[CH:32])[CH:26]=2)=[N:17][CH:18]=[N:19]3)[CH2:9][C@H:8]1[C:33]([O:35][CH3:36])=[O:34]. The catalyst class is: 5. (2) Reactant: Br[C:2]1[CH:3]=[C:4]2[C:8](=[C:9]([C:11]#[N:12])[CH:10]=1)[NH:7][N:6]=[C:5]2[CH:13]1[CH2:18][CH2:17][N:16]([S:19]([CH2:22][CH3:23])(=[O:21])=[O:20])[CH2:15][CH2:14]1.[F:24][C:25]1[CH:30]=[CH:29][CH:28]=[CH:27][C:26]=1B(O)O.[OH-].[K+]. Product: [CH2:22]([S:19]([N:16]1[CH2:17][CH2:18][CH:13]([C:5]2[C:4]3[C:8](=[C:9]([C:11]#[N:12])[CH:10]=[C:2]([C:26]4[CH:27]=[CH:28][CH:29]=[CH:30][C:25]=4[F:24])[CH:3]=3)[NH:7][N:6]=2)[CH2:14][CH2:15]1)(=[O:21])=[O:20])[CH3:23]. The catalyst class is: 70.